This data is from Full USPTO retrosynthesis dataset with 1.9M reactions from patents (1976-2016). The task is: Predict the reactants needed to synthesize the given product. (1) Given the product [CH3:32][O:31][C:29](=[O:30])[CH:28]([N:8]1[CH2:9][CH2:10][CH2:11][C:12]2[CH:17]=[C:16]([O:18][CH3:19])[C:15]([O:20][CH3:21])=[CH:14][C:13]=2[CH:7]1[CH2:6][C:5]1[CH:22]=[CH:23][C:24]([O:25][CH3:26])=[C:3]([O:2][CH3:1])[CH:4]=1)[C:33]1[CH:34]=[CH:35][CH:36]=[CH:37][CH:38]=1, predict the reactants needed to synthesize it. The reactants are: [CH3:1][O:2][C:3]1[CH:4]=[C:5]([CH:22]=[CH:23][C:24]=1[O:25][CH3:26])[CH2:6][CH:7]1[C:13]2[CH:14]=[C:15]([O:20][CH3:21])[C:16]([O:18][CH3:19])=[CH:17][C:12]=2[CH2:11][CH2:10][CH2:9][NH:8]1.Br[CH:28]([C:33]1[CH:38]=[CH:37][CH:36]=[CH:35][CH:34]=1)[C:29]([O:31][CH3:32])=[O:30].CCOC(C)=O.CCCCCC. (2) The reactants are: [F:1]C(F)(F)S(O[C@H]1[C@H](OS(C(F)(F)F)(=O)=O)CN(CC2C=CC=CC=2)C1)(=O)=O.CCCC[N+:33]([CH2:42][CH2:43][CH2:44][CH3:45])([CH2:38][CH2:39][CH2:40][CH3:41])CCCC.[F-:46].[CH3:47][C:48]([CH3:50])=O. Given the product [CH2:42]([N:33]1[CH2:38][C@H:39]([F:46])[C@@H:40]([F:1])[CH2:41]1)[C:43]1[CH:44]=[CH:45][CH:50]=[CH:48][CH:47]=1, predict the reactants needed to synthesize it. (3) Given the product [CH2:1]([NH:6][C:12](=[O:14])[CH2:11][C:10]([CH2:9][C:23]([NH:6][CH2:1][CH2:2][CH:3]([CH3:5])[CH3:4])=[O:25])([C:20]([NH:6][CH2:1][CH2:2][CH:3]([CH3:5])[CH3:4])=[O:22])[OH:19])[CH2:2][CH:3]([CH3:5])[CH3:4], predict the reactants needed to synthesize it. The reactants are: [CH2:1]([NH2:6])[CH2:2][CH:3]([CH3:5])[CH3:4].C([CH:9]([C:23]([O-:25])=O)[C:10]([C:20]([O-:22])=O)([OH:19])[C:11](CC)(CC)[C:12]([O-:14])=O)C. (4) Given the product [F:28][C:25]1[CH:24]=[CH:23][C:22]([CH:14]([C:15]2[CH:20]=[CH:19][C:18]([F:21])=[CH:17][CH:16]=2)[O:13][C:5]2[CH:4]=[CH:3][C:2]([NH:1][C:40]([NH:39][C:33]3[CH:34]=[CH:35][C:36]([O:37][CH3:38])=[C:31]([O:30][CH3:29])[CH:32]=3)=[O:41])=[CH:7][C:6]=2[CH2:8][CH:9]([CH3:10])[CH3:11])=[CH:27][CH:26]=1, predict the reactants needed to synthesize it. The reactants are: [NH2:1][C:2]1[CH:3]=[CH:4][C:5]([O:13][CH:14]([C:22]2[CH:27]=[CH:26][C:25]([F:28])=[CH:24][CH:23]=2)[C:15]2[CH:20]=[CH:19][C:18]([F:21])=[CH:17][CH:16]=2)=[C:6]([C:8](=O)[CH:9]([CH3:11])[CH3:10])[CH:7]=1.[CH3:29][O:30][C:31]1[CH:32]=[C:33]([N:39]=[C:40]=[O:41])[CH:34]=[CH:35][C:36]=1[O:37][CH3:38]. (5) Given the product [CH3:7][Si:5]([C:8]#[C:9][C:10]1[CH:19]=[C:18]2[C:13]([CH:14]=[C:15]([CH:21]=[O:1])[C:16](=[O:20])[O:17]2)=[CH:12][CH:11]=1)([CH3:4])[CH3:6], predict the reactants needed to synthesize it. The reactants are: [O:1]=[O+][O-].[CH3:4][Si:5]([C:8]#[C:9][C:10]1[CH:19]=[C:18]2[C:13]([CH:14]=[C:15](/[CH:21]=C/C(OCC)=O)[C:16](=[O:20])[O:17]2)=[CH:12][CH:11]=1)([CH3:7])[CH3:6].CSC. (6) Given the product [CH3:26][O:25][C:14]1[CH:15]=[CH:16][C:17]([CH:19]2[CH2:20][CH2:21][O:22][CH2:23][CH2:24]2)=[CH:18][C:13]=1[NH:12][C:10]([NH2:9])=[S:11], predict the reactants needed to synthesize it. The reactants are: C([NH:9][C:10]([NH:12][C:13]1[CH:18]=[C:17]([CH:19]2[CH2:24][CH2:23][O:22][CH2:21][CH2:20]2)[CH:16]=[CH:15][C:14]=1[O:25][CH3:26])=[S:11])(=O)C1C=CC=CC=1.C[O-].[Na+]. (7) Given the product [C:1]([C:5]1[N:10]=[C:9]([N:11]2[CH2:16][CH2:15][N:14]([CH2:17][CH2:18][CH2:19][CH2:20][NH:21][C:31]([N:33]3[CH2:34][CH2:35][C:42]4[NH:43][C:44]5[CH:45]=[CH:46][CH:47]=[CH:48][C:49]=5[C:50]=4[CH2:37]3)=[O:32])[CH2:13][CH2:12]2)[CH:8]=[C:7]([C:22]([F:24])([F:25])[F:23])[N:6]=1)([CH3:4])([CH3:2])[CH3:3], predict the reactants needed to synthesize it. The reactants are: [C:1]([C:5]1[N:10]=[C:9]([N:11]2[CH2:16][CH2:15][N:14]([CH2:17][CH2:18][CH2:19][CH2:20][NH2:21])[CH2:13][CH2:12]2)[CH:8]=[C:7]([C:22]([F:25])([F:24])[F:23])[N:6]=1)([CH3:4])([CH3:3])[CH3:2].C1N=CN([C:31]([N:33]2[CH:37]=N[CH:35]=[CH:34]2)=[O:32])C=1.C1[C:50]2[C:49]3[CH:48]=[CH:47][CH:46]=[CH:45][C:44]=3[NH:43][C:42]=2CCN1. (8) The reactants are: [OH-].[Na+].[C:3]([O:7][C:8](=[O:30])[N:9]([CH2:13][C:14]1[CH:19]=[CH:18][C:17]([Cl:20])=[C:16]([C:21](C)(C)[O:22][SiH2]C(C)(C)C)[CH:15]=1)[CH:10]1[CH2:12][CH2:11]1)([CH3:6])([CH3:5])[CH3:4]. Given the product [C:3]([O:7][C:8](=[O:30])[N:9]([CH2:13][C:14]1[CH:19]=[CH:18][C:17]([Cl:20])=[C:16]([CH2:21][OH:22])[CH:15]=1)[CH:10]1[CH2:12][CH2:11]1)([CH3:6])([CH3:4])[CH3:5], predict the reactants needed to synthesize it. (9) Given the product [OH:39][C:33]([C:35]([F:38])([F:37])[F:36])=[O:34].[Cl:1][C:2]1[CH:3]=[C:4]([C@@H:8]([C@@H:9]2[CH2:14][CH2:13][CH2:12][NH:11][CH2:10]2)[O:22][CH2:23][CH2:24][NH:25][C:26](=[O:27])[OH:28])[CH:5]=[CH:6][CH:7]=1, predict the reactants needed to synthesize it. The reactants are: [Cl:1][C:2]1[CH:3]=[C:4]([C@H:8]([O:22][CH2:23][CH2:24][NH:25][C:26]([O:28]C)=[O:27])[C@@H:9]2[CH2:14][CH2:13][CH2:12][N:11](C(OC(C)(C)C)=O)[CH2:10]2)[CH:5]=[CH:6][CH:7]=1.C(Cl)Cl.[C:33]([OH:39])([C:35]([F:38])([F:37])[F:36])=[O:34].